From a dataset of Forward reaction prediction with 1.9M reactions from USPTO patents (1976-2016). Predict the product of the given reaction. (1) Given the reactants [CH3:1][O:2][C:3]1[N:8]=[N:7][C:6]([N:9]2[C:13]([C:14]3[CH:15]=[N:16][C:17]([CH3:20])=[CH:18][CH:19]=3)=[CH:12][C:11]([C:21]([OH:23])=O)=[N:10]2)=[CH:5][CH:4]=1.[CH2:24]([NH:26][CH3:27])[CH3:25], predict the reaction product. The product is: [CH2:24]([N:26]([CH3:27])[C:21]([C:11]1[CH:12]=[C:13]([C:14]2[CH:15]=[N:16][C:17]([CH3:20])=[CH:18][CH:19]=2)[N:9]([C:6]2[N:7]=[N:8][C:3]([O:2][CH3:1])=[CH:4][CH:5]=2)[N:10]=1)=[O:23])[CH3:25]. (2) Given the reactants [Br:1][C:2]1[CH:3]=[CH:4][C:5]2[CH2:11][CH2:10][CH2:9][CH2:8][NH:7][C:6]=2[CH:12]=1.[Cl:13][C:14]1[CH:15]=[CH:16][C:17]([O:24][CH3:25])=[C:18]([S:20](Cl)(=[O:22])=[O:21])[CH:19]=1, predict the reaction product. The product is: [Br:1][C:2]1[CH:3]=[CH:4][C:5]2[CH2:11][CH2:10][CH2:9][CH2:8][N:7]([S:20]([C:18]3[CH:19]=[C:14]([Cl:13])[CH:15]=[CH:16][C:17]=3[O:24][CH3:25])(=[O:21])=[O:22])[C:6]=2[CH:12]=1. (3) Given the reactants [C:1]1([CH3:13])[CH:6]=[CH:5][C:4]([CH2:7][CH2:8][CH2:9][C:10]([OH:12])=[O:11])=[CH:3][CH:2]=1.S(=O)(=O)(O)O.[C:19](=O)(O)[O-].[Na+], predict the reaction product. The product is: [C:1]1([CH3:13])[CH:2]=[CH:3][C:4]([CH2:7][CH2:8][CH2:9][C:10]([O:12][CH3:19])=[O:11])=[CH:5][CH:6]=1. (4) Given the reactants [OH-].[Na+].[CH2:3]([C:5]1[CH:9]=[C:8]([C:10]([O:12]CC)=[O:11])[NH:7][N:6]=1)[CH3:4], predict the reaction product. The product is: [CH2:3]([C:5]1[CH:9]=[C:8]([C:10]([OH:12])=[O:11])[NH:7][N:6]=1)[CH3:4].